From a dataset of Peptide-MHC class I binding affinity with 185,985 pairs from IEDB/IMGT. Regression. Given a peptide amino acid sequence and an MHC pseudo amino acid sequence, predict their binding affinity value. This is MHC class I binding data. (1) The peptide sequence is GVDGLGVSV. The MHC is HLA-A23:01 with pseudo-sequence HLA-A23:01. The binding affinity (normalized) is 0.0847. (2) The peptide sequence is YSHGTGTGY. The MHC is HLA-A29:02 with pseudo-sequence HLA-A29:02. The binding affinity (normalized) is 0.538. (3) The binding affinity (normalized) is 0.222. The peptide sequence is GTAGVLGLRI. The MHC is Mamu-A01 with pseudo-sequence Mamu-A01. (4) The peptide sequence is SIFGFQAEV. The MHC is HLA-A02:01 with pseudo-sequence HLA-A02:01. The binding affinity (normalized) is 1.00. (5) The peptide sequence is HSRRSRRSL. The MHC is HLA-A31:01 with pseudo-sequence HLA-A31:01. The binding affinity (normalized) is 0.0847. (6) The MHC is HLA-A01:01 with pseudo-sequence HLA-A01:01. The binding affinity (normalized) is 0.273. The peptide sequence is RYYDGNIYDL.